Dataset: Forward reaction prediction with 1.9M reactions from USPTO patents (1976-2016). Task: Predict the product of the given reaction. (1) Given the reactants [CH3:1][O:2][C:3]1[CH:8]=[CH:7][C:6]([N:9]2[C:13]([C:14]3[CH:19]=[CH:18][C:17]([O:20][CH3:21])=[CH:16][CH:15]=3)=[N:12][C:11]([OH:22])=[N:10]2)=[CH:5][CH:4]=1.Cl.Cl[CH2:25][C:26]1[N:27]=[CH:28][S:29][CH:30]=1, predict the reaction product. The product is: [CH3:1][O:2][C:3]1[CH:4]=[CH:5][C:6]([N:9]2[C:13]([C:14]3[CH:19]=[CH:18][C:17]([O:20][CH3:21])=[CH:16][CH:15]=3)=[N:12][C:11]([O:22][CH2:25][C:26]3[N:27]=[CH:28][S:29][CH:30]=3)=[N:10]2)=[CH:7][CH:8]=1. (2) The product is: [CH3:1][N:2]1[CH2:7][CH2:6][N:5]([S:8]([C:11]2[CH:12]=[C:13]([CH:17]=[CH:18][CH:19]=2)[C:14]([O:16][CH3:25])=[O:15])(=[O:10])=[O:9])[CH2:4][CH2:3]1. Given the reactants [CH3:1][N:2]1[CH2:7][CH2:6][N:5]([S:8]([C:11]2[CH:12]=[C:13]([CH:17]=[CH:18][CH:19]=2)[C:14]([OH:16])=[O:15])(=[O:10])=[O:9])[CH2:4][CH2:3]1.S(=O)(=O)(O)O.[CH3:25]O, predict the reaction product. (3) The product is: [Cl:28][C:24]1[CH:23]=[C:22]([CH:27]=[CH:26][CH:25]=1)[CH2:21][O:18][C:10]1[C:9]([F:19])=[C:8]([C:5]2[N:6]=[CH:7][C:2]([NH2:1])=[N:3][CH:4]=2)[CH:13]=[CH:12][C:11]=1[CH:14]1[CH2:15][CH2:16][CH2:17]1. Given the reactants [NH2:1][C:2]1[N:3]=[CH:4][C:5]([C:8]2[C:9]([F:19])=[C:10]([OH:18])[C:11]([CH:14]3[CH2:17][CH2:16][CH2:15]3)=[CH:12][CH:13]=2)=[N:6][CH:7]=1.Br[CH2:21][C:22]1[CH:27]=[CH:26][CH:25]=[C:24]([Cl:28])[CH:23]=1, predict the reaction product. (4) The product is: [C:1]([C:3]1[C@@H:8]([C:9]2[CH:14]=[CH:13][C:12]([C:15]#[N:16])=[CH:11][C:10]=2[S:17]([CH3:20])(=[O:18])=[O:19])[N:7]([C:21]([N:45]2[CH2:50][CH2:49][CH2:48][C@@H:47]([NH:51][C:52](=[O:58])[O:53][C:54]([CH3:55])([CH3:57])[CH3:56])[CH2:46]2)=[O:22])[C:6](=[O:33])[N:5]([C:34]2[CH:39]=[CH:38][CH:37]=[C:36]([C:40]([F:42])([F:43])[F:41])[CH:35]=2)[C:4]=1[CH3:44])#[N:2]. Given the reactants [C:1]([C:3]1[C@@H:8]([C:9]2[CH:14]=[CH:13][C:12]([C:15]#[N:16])=[CH:11][C:10]=2[S:17]([CH3:20])(=[O:19])=[O:18])[N:7]([C:21](OC2C=CC([N+]([O-])=O)=CC=2)=[O:22])[C:6](=[O:33])[N:5]([C:34]2[CH:39]=[CH:38][CH:37]=[C:36]([C:40]([F:43])([F:42])[F:41])[CH:35]=2)[C:4]=1[CH3:44])#[N:2].[NH:45]1[CH2:50][CH2:49][CH2:48][C@@H:47]([NH:51][C:52](=[O:58])[O:53][C:54]([CH3:57])([CH3:56])[CH3:55])[CH2:46]1, predict the reaction product. (5) Given the reactants C=O.[CH:3](O)=O.[C:6]1([CH3:24])[CH:11]=[CH:10][C:9]([N:12]2[C:16]3([CH2:21][CH2:20][NH:19][CH2:18][CH2:17]3)[C:15](=[O:22])[NH:14][C:13]2=[O:23])=[CH:8][CH:7]=1.[OH-].[Na+], predict the reaction product. The product is: [CH3:3][N:19]1[CH2:18][CH2:17][C:16]2([N:12]([C:9]3[CH:8]=[CH:7][C:6]([CH3:24])=[CH:11][CH:10]=3)[C:13](=[O:23])[NH:14][C:15]2=[O:22])[CH2:21][CH2:20]1. (6) Given the reactants [C:1]1([C@H:7]([CH3:12])[CH2:8]C(O)=O)[CH:6]=[CH:5][CH:4]=[CH:3][CH:2]=1.[C:13](Cl)(=[O:17])C(Cl)=O.N[C:20]1[CH:25]=[CH:24][C:23]([C:26]2[C:34]3[C:29](=[N:30][CH:31]=[N:32][C:33]=3[NH2:35])[N:28]([C@H:36]3[CH2:41][CH2:40][C@H:39]([N:42]4[CH2:47][CH2:46][N:45]([CH3:48])[CH2:44][CH2:43]4)[CH2:38][CH2:37]3)[N:27]=2)=[CH:22][C:21]=1[O:49][CH3:50].C(OCC)(=O)C.[N:57]1C=CC=CC=1, predict the reaction product. The product is: [C:1]1([C@@H:7]([CH3:12])[CH2:8][NH:57][C:13](=[O:17])[C:20]2[CH:25]=[CH:24][C:23]([C:26]3[C:34]4[C:29](=[N:30][CH:31]=[N:32][C:33]=4[NH2:35])[N:28]([C@H:36]4[CH2:41][CH2:40][C@H:39]([N:42]5[CH2:47][CH2:46][N:45]([CH3:48])[CH2:44][CH2:43]5)[CH2:38][CH2:37]4)[N:27]=3)=[CH:22][C:21]=2[O:49][CH3:50])[CH:2]=[CH:3][CH:4]=[CH:5][CH:6]=1. (7) Given the reactants [OH:1][C:2]1[CH:7]=[CH:6][C:5]([C:8]2[CH:13]=[C:12]([CH2:14][CH2:15][CH3:16])[CH:11]=[C:10]([C:17]#[N:18])[C:9]=2[C:19]2[S:20][CH:21]=[CH:22][C:23]=2[CH3:24])=[CH:4][CH:3]=1.[NH2:25][OH:26], predict the reaction product. The product is: [OH:26][N:25]=[C:17]([C:10]1[C:9]([C:19]2[S:20][CH:21]=[CH:22][C:23]=2[CH3:24])=[C:8]([C:5]2[CH:4]=[CH:3][C:2]([OH:1])=[CH:7][CH:6]=2)[CH:13]=[C:12]([CH2:14][CH2:15][CH3:16])[CH:11]=1)[NH2:18]. (8) Given the reactants CN(C(ON1N=NC2C=CC=NC1=2)=[N+](C)C)C.F[P-](F)(F)(F)(F)F.[NH2:25][C:26]1[C:27]([C:36]([OH:38])=O)=[CH:28][C:29]2[C:34]([CH:35]=1)=[CH:33][CH:32]=[CH:31][CH:30]=2.[CH3:39][CH:40]([CH3:49])[CH2:41][CH2:42][C@@H:43]([C:45]([O:47][CH3:48])=[O:46])[NH2:44].C(N(C(C)C)CC)(C)C, predict the reaction product. The product is: [NH2:25][C:26]1[C:27]([C:36]([NH:44][C@H:43]([C:45]([O:47][CH3:48])=[O:46])[CH2:42][CH2:41][CH:40]([CH3:49])[CH3:39])=[O:38])=[CH:28][C:29]2[C:34]([CH:35]=1)=[CH:33][CH:32]=[CH:31][CH:30]=2. (9) Given the reactants [Cl:1][C:2]1[CH:7]=[CH:6][C:5]([C:8]2[N:9]=[C:10]([CH2:18][CH2:19][CH3:20])[O:11][C:12]=2[CH2:13][CH2:14][C:15]([OH:17])=O)=[CH:4][CH:3]=1.ON1C2N=CC=CC=2N=N1.C(N=C=NCCCN(C)C)C.[CH3:42][N:43]1[CH2:48][CH2:47][CH:46]([CH2:49][N:50]2[CH2:55][CH2:54][NH:53][CH2:52][CH2:51]2)[CH2:45][CH2:44]1, predict the reaction product. The product is: [ClH:1].[ClH:1].[Cl:1][C:2]1[CH:3]=[CH:4][C:5]([C:8]2[N:9]=[C:10]([CH2:18][CH2:19][CH3:20])[O:11][C:12]=2[CH2:13][CH2:14][C:15]([N:53]2[CH2:52][CH2:51][N:50]([CH2:49][CH:46]3[CH2:47][CH2:48][N:43]([CH3:42])[CH2:44][CH2:45]3)[CH2:55][CH2:54]2)=[O:17])=[CH:6][CH:7]=1. (10) Given the reactants [Br:1][C:2]1[CH:7]=[CH:6][C:5]([O:8][CH3:9])=[CH:4][C:3]=1[CH2:10]Br.[N-:12]=[N+:13]=[N-:14].[Na+], predict the reaction product. The product is: [N:12]([CH2:10][C:3]1[CH:4]=[C:5]([O:8][CH3:9])[CH:6]=[CH:7][C:2]=1[Br:1])=[N+:13]=[N-:14].